Dataset: Reaction yield outcomes from USPTO patents with 853,638 reactions. Task: Predict the reaction yield, written as a fraction of the theoretical maximum amount of product (1.0 means a 100% yield; for example, 0.34 means a 34% yield). The reactants are [CH:1]1([CH2:4][C:5]2[N:6]=[C:7]([CH3:27])[NH:8][C:9](=[O:26])[C:10]=2[CH2:11][C:12]2[CH:17]=[CH:16][C:15]([C:18]3[C:19]([C:24]#[N:25])=[CH:20][CH:21]=[CH:22][CH:23]=3)=[CH:14][CH:13]=2)[CH2:3][CH2:2]1.[O:28]1[C:32]2[CH:33]=[CH:34][C:35](B(O)O)=[CH:36][C:31]=2[CH2:30][CH2:29]1.[N:40]1C=CC=CC=1.C(N(CC)CC)C.[C:53]([O:56]CC)(=[O:55])C. The catalyst is C([O-])(=O)C.[Cu+2].C([O-])(=O)C.ClCCl. The product is [CH:1]1([CH2:4][C:5]2[N:6]=[C:7]([CH3:27])[N:8]([C:35]3[CH:34]=[CH:33][C:32]4[O:28][CH2:29][CH2:30][C:31]=4[CH:36]=3)[C:9](=[O:26])[C:10]=2[CH2:11][C:12]2[CH:17]=[CH:16][C:15]([C:18]3[CH:23]=[CH:22][CH:21]=[CH:20][C:19]=3[C:24]3[NH:40][C:53](=[O:55])[O:56][N:25]=3)=[CH:14][CH:13]=2)[CH2:3][CH2:2]1. The yield is 0.460.